From a dataset of Full USPTO retrosynthesis dataset with 1.9M reactions from patents (1976-2016). Predict the reactants needed to synthesize the given product. (1) Given the product [CH3:17][S:18]([N:4]1[CH2:5][CH2:6][N:1]([CH2:7][CH2:8][OH:9])[CH2:2][CH2:3]1)(=[O:20])=[O:19], predict the reactants needed to synthesize it. The reactants are: [N:1]1([CH2:7][CH2:8][OH:9])[CH2:6][CH2:5][NH:4][CH2:3][CH2:2]1.C(N(CC)CC)C.[CH3:17][S:18](Cl)(=[O:20])=[O:19]. (2) Given the product [C:2]1([Si:15]([Cl:18])([Cl:17])[Cl:16])[C:11]2[C:6](=[CH:7][CH:8]=[CH:9][CH:10]=2)[CH:5]=[CH:4][CH:3]=1, predict the reactants needed to synthesize it. The reactants are: Br[C:2]1[C:11]2[C:6](=[CH:7][CH:8]=[CH:9][CH:10]=2)[CH:5]=[CH:4][CH:3]=1.[Mg].II.[Si:15](Cl)([Cl:18])([Cl:17])[Cl:16]. (3) Given the product [Cl:1][C:2]1[C:3]([F:13])=[C:4]([I:12])[C:5]([O:11][CH2:15][CH3:16])=[C:6]([C:8](=[O:10])[CH3:9])[CH:7]=1, predict the reactants needed to synthesize it. The reactants are: [Cl:1][C:2]1[C:3]([F:13])=[C:4]([I:12])[C:5]([OH:11])=[C:6]([C:8](=[O:10])[CH3:9])[CH:7]=1.I[CH2:15][CH3:16]. (4) Given the product [C:5]1([C:11]2[C:20]3[CH:19]=[CH:18][CH:17]=[CH:16][C:15]=3[C:14]3[NH:21][N:22]=[C:23]([C:24]([O:26][CH3:27])=[O:25])[C:13]=3[N:12]=2)[CH:10]=[CH:9][CH:8]=[CH:7][CH:6]=1, predict the reactants needed to synthesize it. The reactants are: S(Cl)(Cl)=O.[C:5]1([C:11]2[C:20]3[CH:19]=[CH:18][CH:17]=[CH:16][C:15]=3[C:14]3[NH:21][N:22]=[C:23]([C:24]([OH:26])=[O:25])[C:13]=3[N:12]=2)[CH:10]=[CH:9][CH:8]=[CH:7][CH:6]=1.[C:27](=O)([O-])O.[Na+]. (5) Given the product [CH2:1]([P:3]([CH2:10][CH2:11][O:12][CH2:13][CH3:14])(=[O:4])[OH:9])[CH3:2], predict the reactants needed to synthesize it. The reactants are: [CH2:1]([P:3]([CH2:10][CH2:11][O:12][CH2:13][CH3:14])(=[O:9])[O:4]CCCC)[CH3:2].Cl. (6) Given the product [Cl:45][C:46]1[CH:55]=[CH:54][CH:53]=[C:52]([CH3:56])[C:47]=1[C:48]([N:50]([C:6](=[S:7])[C:5]1[CH:9]=[CH:10][C:2]([CH3:1])=[C:3]([C:11]#[C:12][C:13]2[CH:14]=[N:15][C:16]3[C:21]([CH:22]=2)=[CH:20][CH:19]=[CH:18][CH:17]=3)[CH:4]=1)[NH2:51])=[O:49], predict the reactants needed to synthesize it. The reactants are: [CH3:1][C:2]1[CH:10]=[CH:9][C:5]([C:6](O)=[S:7])=[CH:4][C:3]=1[C:11]#[C:12][C:13]1[CH:14]=[N:15][C:16]2[C:21]([CH:22]=1)=[CH:20][CH:19]=[CH:18][CH:17]=2.Cl.CN(C)CCCN=C=NCC.ON1C2C=CC=CC=2N=N1.[Cl:45][C:46]1[CH:55]=[CH:54][CH:53]=[C:52]([CH3:56])[C:47]=1[C:48]([NH:50][NH2:51])=[O:49]. (7) Given the product [Cl:1][C:2]1[C:10]([C:11]2[C:12]([CH3:18])=[N:13][N:14]([CH3:17])[C:15]=2[CH3:16])=[C:9]2[C:5]([C:6]([CH2:26][CH2:27][CH2:28][O:29][C:30]3[CH:35]=[C:34]([CH3:36])[C:33]([Cl:37])=[C:32]([CH3:38])[CH:31]=3)=[C:7]([CH3:25])[N:8]2[CH2:19][C:20]([OH:22])=[O:21])=[CH:4][CH:3]=1, predict the reactants needed to synthesize it. The reactants are: [Cl:1][C:2]1[C:10]([C:11]2[C:12]([CH3:18])=[N:13][N:14]([CH3:17])[C:15]=2[CH3:16])=[C:9]2[C:5]([C:6]([CH2:26][CH2:27][CH2:28][O:29][C:30]3[CH:35]=[C:34]([CH3:36])[C:33]([Cl:37])=[C:32]([CH3:38])[CH:31]=3)=[C:7]([CH3:25])[N:8]2[CH2:19][C:20]([O:22]CC)=[O:21])=[CH:4][CH:3]=1.[OH-].[Na+].